Dataset: Reaction yield outcomes from USPTO patents with 853,638 reactions. Task: Predict the reaction yield, written as a fraction of the theoretical maximum amount of product (1.0 means a 100% yield; for example, 0.34 means a 34% yield). (1) The reactants are Br[C:2]1[CH:3]=[C:4]([CH2:7][C@@H:8]([C:20]([O:22][C:23]([CH3:26])([CH3:25])[CH3:24])=[O:21])[NH:9][C:10]([C:12]2[C:17]([Cl:18])=[CH:16][CH:15]=[CH:14][C:13]=2[Cl:19])=[O:11])[S:5][CH:6]=1.[CH3:48][C:47]1[C:46](P([C:42]2[C:47]([CH3:48])=[CH:46][CH:45]=[CH:44][CH:43]=2)[C:46]2[C:47]([CH3:48])=[CH:42][CH:43]=[CH:44][CH:45]=2)=[CH:45][CH:44]=[CH:43][CH:42]=1.C(C1N=C([CH2:58][NH:59][C:60](=[O:66])[O:61][C:62]([CH3:65])([CH3:64])[CH3:63])C=CC=1)C=C.[C:67](#[N:69])C. The catalyst is C([O-])(=O)C.[Pd+2].C([O-])(=O)C. The product is [C:62]([O:61][C:60]([N:59]([CH3:58])[C:67]1[N:69]=[C:45]([CH2:46]/[CH:47]=[CH:48]/[C:2]2[CH:3]=[C:4]([CH2:7][C@@H:8]([C:20]([O:22][C:23]([CH3:26])([CH3:25])[CH3:24])=[O:21])[NH:9][C:10]([C:12]3[C:17]([Cl:18])=[CH:16][CH:15]=[CH:14][C:13]=3[Cl:19])=[O:11])[S:5][CH:6]=2)[CH:44]=[CH:43][CH:42]=1)=[O:66])([CH3:63])([CH3:64])[CH3:65]. The yield is 0.580. (2) The product is [Cl:1][C:2]1[CH:7]=[C:6]([N:8]2[CH2:17][CH2:16][C:11](=[O:12])[CH2:10][CH2:9]2)[CH:5]=[CH:4][N:3]=1. The reactants are [Cl:1][C:2]1[CH:7]=[C:6]([N:8]2[CH2:17][CH2:16][C:11]3(OCC[O:12]3)[CH2:10][CH2:9]2)[CH:5]=[CH:4][N:3]=1.Cl.C(=O)([O-])O.[Na+]. The catalyst is CC(C)=O. The yield is 0.990. (3) The product is [C:1]1([CH2:7][CH2:8][CH2:9][CH2:10][CH2:11][CH2:12][CH2:13][NH:14][C:26](=[O:27])[C:25]2[CH:29]=[C:30]([C:36]3[CH:37]=[C:38]([CH3:43])[CH:39]=[C:40]([CH3:42])[CH:41]=3)[C:31]([O:32][CH2:33][O:34][CH3:35])=[C:23]([C:18]3[CH:17]=[C:16]([CH3:15])[CH:21]=[C:20]([CH3:22])[CH:19]=3)[CH:24]=2)[CH:6]=[CH:5][CH:4]=[CH:3][CH:2]=1. The catalyst is CCOC(C)=O.O.C(Cl)Cl. The yield is 0.545. The reactants are [C:1]1([CH2:7][CH2:8][CH2:9][CH2:10][CH2:11][CH2:12][CH2:13][NH2:14])[CH:6]=[CH:5][CH:4]=[CH:3][CH:2]=1.[CH3:15][C:16]1[CH:17]=[C:18]([C:23]2[CH:24]=[C:25]([CH:29]=[C:30]([C:36]3[CH:41]=[C:40]([CH3:42])[CH:39]=[C:38]([CH3:43])[CH:37]=3)[C:31]=2[O:32][CH2:33][O:34][CH3:35])[C:26](O)=[O:27])[CH:19]=[C:20]([CH3:22])[CH:21]=1.C(N(CC)CC)C.ON1C2C=CC=CC=2N=N1.C1CCC(N=C=NC2CCCCC2)CC1.